This data is from Full USPTO retrosynthesis dataset with 1.9M reactions from patents (1976-2016). The task is: Predict the reactants needed to synthesize the given product. (1) Given the product [CH:15]([C:2]1[N:7]=[C:6]([NH:8][C:9](=[O:14])[C:10]([CH3:13])([CH3:12])[CH3:11])[CH:5]=[CH:4][CH:3]=1)([CH3:17])[CH3:16], predict the reactants needed to synthesize it. The reactants are: Br[C:2]1[N:7]=[C:6]([NH:8][C:9](=[O:14])[C:10]([CH3:13])([CH3:12])[CH3:11])[CH:5]=[CH:4][CH:3]=1.[CH:15]([Mg]Cl)([CH3:17])[CH3:16]. (2) Given the product [CH:31]1([N:34]2[CH2:43][CH:42]3[CH:37]([CH2:38][CH2:39][CH2:40][CH2:41]3)[N:36]3[C:44](=[O:73])[C:45]4[N:46]([CH:48]=[C:49]([C:61]([NH:63][CH2:64][C:65]5[CH:70]=[CH:69][C:68]([F:71])=[CH:67][C:66]=5[F:72])=[O:62])[C:50](=[O:60])[C:51]=4[OH:52])[CH2:47][CH:35]23)[CH2:33][CH2:32]1, predict the reactants needed to synthesize it. The reactants are: C1N2C3C(C=NC2=CN=C1)=CC=CC=3C(N)=O.Cl.C1(NCC2CCCCC2N)CC1.[CH:31]1([N:34]2[CH2:43][CH:42]3[CH:37]([CH2:38][CH2:39][CH2:40][CH2:41]3)[N:36]3[C:44](=[O:73])[C:45]4[N:46]([CH:48]=[C:49]([C:61]([NH:63][CH2:64][C:65]5[CH:70]=[CH:69][C:68]([F:71])=[CH:67][C:66]=5[F:72])=[O:62])[C:50](=[O:60])[C:51]=4[O:52]CC4C=CC=CC=4)[CH2:47][CH:35]23)[CH2:33][CH2:32]1. (3) Given the product [C:9]([C:10]1[CH:15]=[CH:14][CH:13]=[CH:12][C:11]=1[CH:16]([CH3:20])[C:17]([NH2:19])=[O:18])#[CH:8], predict the reactants needed to synthesize it. The reactants are: C([Si]([C:8]#[C:9][C:10]1[CH:15]=[CH:14][CH:13]=[CH:12][C:11]=1[CH:16]([CH3:20])[C:17]([NH2:19])=[O:18])(CC)CC)C.[F-].C([N+](CCCC)(CCCC)CCCC)CCC.C([O-])(O)=O.[Na+]. (4) Given the product [F:11][C:2]([F:10])([F:1])[C:3]1[O:7][C:6]([CH:8]([OH:9])[CH3:12])=[CH:5][CH:4]=1, predict the reactants needed to synthesize it. The reactants are: [F:1][C:2]([F:11])([F:10])[C:3]1[O:7][C:6]([CH:8]=[O:9])=[CH:5][CH:4]=1.[CH3:12][Mg+].[Br-].[NH4+].[Cl-]. (5) Given the product [Cl:32][C:33]1[CH:38]=[CH:37][C:36]([C:12]2[N:13]([C:18]3[CH:19]=[CH:20][CH:21]=[CH:22][CH:23]=3)[N:14]=[C:15]3[C:11]=2[CH2:10][CH2:9][NH:8][CH2:17][CH2:16]3)=[CH:35][CH:34]=1, predict the reactants needed to synthesize it. The reactants are: C(OC([N:8]1[CH2:17][CH2:16][C:15]2[C:11](=[C:12](OS(C(F)(F)F)(=O)=O)[N:13]([C:18]3[CH:23]=[CH:22][CH:21]=[CH:20][CH:19]=3)[N:14]=2)[CH2:10][CH2:9]1)=O)(C)(C)C.[Cl:32][C:33]1[CH:38]=[CH:37][C:36](B(O)O)=[CH:35][CH:34]=1. (6) Given the product [Cl:1][C:2]1[CH:3]=[C:4]([CH:21]=[CH:22][CH:23]=1)[CH2:5][NH:6][C:7]1[N:20]=[C:10]2[C:11]([O:18][CH3:19])=[CH:12][C:13]([C:15]([N:29]3[CH:28]([CH2:31][CH:32]([OH:34])[CH3:33])[CH2:27][O:26][C:25]([CH3:24])([CH3:35])[CH2:30]3)=[O:17])=[CH:14][N:9]2[N:8]=1, predict the reactants needed to synthesize it. The reactants are: [Cl:1][C:2]1[CH:3]=[C:4]([CH:21]=[CH:22][CH:23]=1)[CH2:5][NH:6][C:7]1[N:20]=[C:10]2[C:11]([O:18][CH3:19])=[CH:12][C:13]([C:15]([OH:17])=O)=[CH:14][N:9]2[N:8]=1.[CH3:24][C:25]1([CH3:35])[CH2:30][NH:29][CH:28]([CH2:31][CH:32]([OH:34])[CH3:33])[CH2:27][O:26]1.C(N(CC)C(C)C)(C)C.CN(C(ON1N=NC2C=CC=NC1=2)=[N+](C)C)C.F[P-](F)(F)(F)(F)F.